From a dataset of Reaction yield outcomes from USPTO patents with 853,638 reactions. Predict the reaction yield, written as a fraction of the theoretical maximum amount of product (1.0 means a 100% yield; for example, 0.34 means a 34% yield). (1) The reactants are [F:1][C:2]1[C:7]([C:8]#[N:9])=[C:6]([F:10])[C:5]([C:11]#[N:12])=[C:4](F)[C:3]=1[F:14].[Br-:15].[Na+]. The catalyst is O. The product is [Br:15][C:4]1[C:3]([F:14])=[C:2]([F:1])[C:7]([C:8]#[N:9])=[C:6]([F:10])[C:5]=1[C:11]#[N:12]. The yield is 0.550. (2) The product is [C:1]([O:5][C:6]([N:8]([CH3:24])[C@H:9]([C:21]([NH:83][C@H:82]([C:81]([N:80]([C@@H:76]([CH:77]([CH3:78])[CH3:79])/[CH:75]=[C:69](\[CH3:68])/[C:70]([O:72][CH2:73][CH3:74])=[O:71])[CH3:89])=[O:88])[C:84]([CH3:86])([CH3:87])[CH3:85])=[O:22])[C:10]([CH3:20])([CH3:19])[C:11]1[CH:16]=[CH:15][CH:14]=[CH:13][C:12]=1[O:17][CH3:18])=[O:7])([CH3:4])([CH3:2])[CH3:3]. The reactants are [C:1]([O:5][C:6]([N:8]([CH3:24])[C@H:9]([C:21](O)=[O:22])[C:10]([CH3:20])([CH3:19])[C:11]1[CH:16]=[CH:15][CH:14]=[CH:13][C:12]=1[O:17][CH3:18])=[O:7])([CH3:4])([CH3:3])[CH3:2].F[P-](F)(F)(F)(F)F.N1(O[P+](N2CCCC2)(N2CCCC2)N2CCCC2)C2C=CC=CC=2N=N1.C(N(C(C)C)CC)(C)C.Cl.[CH3:68]/[C:69](=[CH:75]\[C@@H:76]([N:80]([CH3:89])[C:81](=[O:88])[C@H:82]([C:84]([CH3:87])([CH3:86])[CH3:85])[NH2:83])[CH:77]([CH3:79])[CH3:78])/[C:70]([O:72][CH2:73][CH3:74])=[O:71]. The catalyst is ClCCl. The yield is 0.560. (3) The reactants are [CH2:1]([C:3]1[CH:11]=[CH:10][C:9]2[NH:8][C:7]3[CH2:12][CH2:13][N:14]([CH3:16])[CH2:15][C:6]=3[C:5]=2[CH:4]=1)[CH3:2].[OH-].[K+].[CH3:19][C:20]1[N:25]=[CH:24][C:23]([CH:26]=[CH2:27])=[CH:22][N:21]=1. The catalyst is CN1CCCC1=O.O. The product is [CH2:1]([C:3]1[CH:11]=[CH:10][C:9]2[N:8]([CH2:27][CH2:26][C:23]3[CH:22]=[N:21][C:20]([CH3:19])=[N:25][CH:24]=3)[C:7]3[CH2:12][CH2:13][N:14]([CH3:16])[CH2:15][C:6]=3[C:5]=2[CH:4]=1)[CH3:2]. The yield is 0.200. (4) The reactants are Cl[C:2]1[N:3]=[CH:4][C:5]2[N:6]([CH3:21])[C:7](=[O:20])[C:8]([CH3:19])([CH3:18])[CH2:9][N:10]([CH:13]3[CH2:17][CH2:16][CH2:15][CH2:14]3)[C:11]=2[N:12]=1.[C:22]1([C@@H:28]([NH2:30])[CH3:29])[CH:27]=[CH:26][CH:25]=[CH:24][CH:23]=1.CCN(C(C)C)C(C)C. The catalyst is C(O)CCC. The product is [CH:13]1([N:10]2[CH2:9][C:8]([CH3:19])([CH3:18])[C:7](=[O:20])[N:6]([CH3:21])[C:5]3[CH:4]=[N:3][C:2]([NH:30][C@H:28]([C:22]4[CH:27]=[CH:26][CH:25]=[CH:24][CH:23]=4)[CH3:29])=[N:12][C:11]2=3)[CH2:17][CH2:16][CH2:15][CH2:14]1. The yield is 0.260.